This data is from Full USPTO retrosynthesis dataset with 1.9M reactions from patents (1976-2016). The task is: Predict the reactants needed to synthesize the given product. (1) Given the product [NH2:21][C:22]1[C:27]([C:28]#[N:29])=[CH:26][C:25]([CH3:30])=[C:24]([C:31]2[CH:36]=[CH:35][C:34]([O:37][CH2:38][C:39]3[N:3]=[N:2][N:1]([CH2:4][C:5]([C:13]4[CH:18]=[CH:17][C:16]([F:19])=[CH:15][C:14]=4[F:20])([OH:12])[CH2:6][N:7]4[CH:11]=[N:10][CH:9]=[N:8]4)[CH:40]=3)=[CH:33][CH:32]=2)[C:23]=1[C:41]#[N:42], predict the reactants needed to synthesize it. The reactants are: [N:1]([CH2:4][C:5]([C:13]1[CH:18]=[CH:17][C:16]([F:19])=[CH:15][C:14]=1[F:20])([OH:12])[CH2:6][N:7]1[CH:11]=[N:10][CH:9]=[N:8]1)=[N+:2]=[N-:3].[NH2:21][C:22]1[C:27]([C:28]#[N:29])=[CH:26][C:25]([CH3:30])=[C:24]([C:31]2[CH:36]=[CH:35][C:34]([O:37][CH2:38][C:39]#[CH:40])=[CH:33][CH:32]=2)[C:23]=1[C:41]#[N:42].O=C1O[C@H]([C@H](CO)O)C([O-])=C1O.[Na+]. (2) Given the product [C:12]([C:16]1[CH:17]=[C:18]([C:2]2[S:3][CH:4]=[C:5]([C:7]([O:9][CH2:10][CH3:11])=[O:8])[CH:6]=2)[CH:19]=[CH:20][C:21]=1[O:22][CH3:23])([CH3:15])([CH3:13])[CH3:14], predict the reactants needed to synthesize it. The reactants are: Br[C:2]1[S:3][CH:4]=[C:5]([C:7]([O:9][CH2:10][CH3:11])=[O:8])[CH:6]=1.[C:12]([C:16]1[CH:17]=[C:18](B(O)O)[CH:19]=[CH:20][C:21]=1[O:22][CH3:23])([CH3:15])([CH3:14])[CH3:13].C(=O)([O-])[O-].[Na+].[Na+]. (3) Given the product [N:15]([CH:47]([C:45]1[S:46][C:42]([C:39]2[CH2:38][C:37]([C:32]3[CH:31]=[C:30]([Cl:29])[CH:35]=[C:34]([Cl:36])[CH:33]=3)([C:51]([F:54])([F:53])[F:52])[O:41][N:40]=2)=[CH:43][C:44]=1[CH3:50])[CH3:48])=[N+:16]=[N-:17], predict the reactants needed to synthesize it. The reactants are: C1(P([N:15]=[N+:16]=[N-:17])(C2C=CC=CC=2)=O)C=CC=CC=1.N12CCCC=C1CCCCN2.[Cl:29][C:30]1[CH:31]=[C:32]([C:37]2([C:51]([F:54])([F:53])[F:52])[O:41][N:40]=[C:39]([C:42]3[S:46][C:45]([CH:47](O)[CH3:48])=[C:44]([CH3:50])[CH:43]=3)[CH2:38]2)[CH:33]=[C:34]([Cl:36])[CH:35]=1. (4) Given the product [NH2:1][C@:2]12[CH2:37][CH2:36][C@@H:35]([C:38]([CH3:40])=[CH2:39])[C@@H:3]1[C@@H:4]1[C@@:17]([CH3:20])([CH2:18][CH2:19]2)[C@@:16]2([CH3:21])[C@@H:7]([C@:8]3([CH3:34])[C@@H:13]([CH2:14][CH2:15]2)[C:12]([CH3:23])([CH3:22])[C:11]([C:24]2[S:49][C:27]([C:28]([OH:30])=[O:29])=[CH:26][CH:25]=2)=[CH:10][CH2:9]3)[CH2:6][CH2:5]1, predict the reactants needed to synthesize it. The reactants are: [NH2:1][C@:2]12[CH2:37][CH2:36][C@@H:35]([C:38]([CH3:40])=[CH2:39])[C@@H:3]1[C@@H:4]1[C@@:17]([CH3:20])([CH2:18][CH2:19]2)[C@@:16]2([CH3:21])[C@@H:7]([C@:8]3([CH3:34])[C@@H:13]([CH2:14][CH2:15]2)[C:12]([CH3:23])([CH3:22])[C:11]([C:24]2C=C[C:27]([C:28]([OH:30])=[O:29])=[C:26](F)[CH:25]=2)=[CH:10][CH2:9]3)[CH2:6][CH2:5]1.COC(C1[S:49]C(B(O)O)=CC=1)=O.